From a dataset of Blood-brain barrier penetration binary classification data from Martins et al.. Regression/Classification. Given a drug SMILES string, predict its absorption, distribution, metabolism, or excretion properties. Task type varies by dataset: regression for continuous measurements (e.g., permeability, clearance, half-life) or binary classification for categorical outcomes (e.g., BBB penetration, CYP inhibition). Dataset: bbb_martins. (1) The compound is Cc1nccc2c1[nH]c1ccccc12. The result is 1 (penetrates BBB). (2) The molecule is O=C(Cc1ccc(Cl)c(Cl)c1)N1CCn2ccnc2[C@H]1CN1CCCC1. The result is 1 (penetrates BBB).